This data is from Catalyst prediction with 721,799 reactions and 888 catalyst types from USPTO. The task is: Predict which catalyst facilitates the given reaction. (1) The catalyst class is: 37. Product: [C:23]([NH:26][C:27]1[CH:28]=[C:29]([NH:30][C:4]2[N:9]=[C:8]([NH:10][C:11]3([C:14]4[CH:19]=[CH:18][CH:17]=[CH:16][CH:15]=4)[CH2:13][CH2:12]3)[C:7]([C:20]([NH2:22])=[O:21])=[CH:6][N:5]=2)[CH:31]=[CH:32][CH:33]=1)(=[O:25])[CH3:24]. Reactant: CS([C:4]1[N:9]=[C:8]([NH:10][C:11]2([C:14]3[CH:19]=[CH:18][CH:17]=[CH:16][CH:15]=3)[CH2:13][CH2:12]2)[C:7]([C:20]([NH2:22])=[O:21])=[CH:6][N:5]=1)=O.[C:23]([NH:26][C:27]1[CH:28]=[C:29]([CH:31]=[CH:32][CH:33]=1)[NH2:30])(=[O:25])[CH3:24]. (2) The catalyst class is: 20. Reactant: [CH2:1]([N:8]1[C:12]([C:13]([F:16])([F:15])[F:14])=[CH:11][C:10]([C:17]2[CH:22]=[CH:21][C:20]([Cl:23])=[CH:19][CH:18]=2)=[C:9]1[C:24]([O:26]CC)=[O:25])[C:2]1[CH:7]=[CH:6][CH:5]=[CH:4][CH:3]=1.[OH-].[Na+]. Product: [CH2:1]([N:8]1[C:12]([C:13]([F:14])([F:15])[F:16])=[CH:11][C:10]([C:17]2[CH:18]=[CH:19][C:20]([Cl:23])=[CH:21][CH:22]=2)=[C:9]1[C:24]([OH:26])=[O:25])[C:2]1[CH:3]=[CH:4][CH:5]=[CH:6][CH:7]=1. (3) Reactant: [F:1][C:2]1[C:3]([N+:12]([O-:14])=[O:13])=[C:4]([CH2:8][C:9]([OH:11])=O)[CH:5]=[CH:6][CH:7]=1.[CH2:15]([N:22]1[CH2:27][CH2:26][CH:25]([NH2:28])[CH2:24][CH2:23]1)[C:16]1[CH:21]=[CH:20][CH:19]=[CH:18][CH:17]=1. Product: [CH2:15]([N:22]1[CH2:27][CH2:26][CH:25]([NH:28][C:9](=[O:11])[CH2:8][C:4]2[CH:5]=[CH:6][CH:7]=[C:2]([F:1])[C:3]=2[N+:12]([O-:14])=[O:13])[CH2:24][CH2:23]1)[C:16]1[CH:17]=[CH:18][CH:19]=[CH:20][CH:21]=1. The catalyst class is: 7. (4) Reactant: [F:1][C:2]([F:9])([F:8])[C:3]1[N:4]=[CH:5][NH:6][CH:7]=1.Cl[C:11]1[CH:16]=[CH:15][C:14]([N+:17]([O-])=O)=[CH:13][N:12]=1.C(=O)([O-])[O-].[K+].[K+]. Product: [F:1][C:2]([F:9])([F:8])[C:3]1[N:4]=[CH:5][N:6]([C:11]2[N:12]=[CH:13][C:14]([NH2:17])=[CH:15][CH:16]=2)[CH:7]=1. The catalyst class is: 47.